From a dataset of TCR-epitope binding with 47,182 pairs between 192 epitopes and 23,139 TCRs. Binary Classification. Given a T-cell receptor sequence (or CDR3 region) and an epitope sequence, predict whether binding occurs between them. The epitope is FLNGSCGSV. The TCR CDR3 sequence is CASSLPGTMSEKLFF. Result: 0 (the TCR does not bind to the epitope).